Dataset: Forward reaction prediction with 1.9M reactions from USPTO patents (1976-2016). Task: Predict the product of the given reaction. (1) The product is: [NH2:12][C:10]1[CH:9]=[CH:8][C:3]([C:4]([N:31]2[CH2:32][CH2:33][N:28]([C:22]3[CH:23]=[CH:24][C:25]([CH3:27])=[CH:26][C:21]=3[CH3:20])[CH2:29][CH2:30]2)=[O:6])=[C:2]([N:15]2[CH2:19][CH2:18][CH2:17][CH2:16]2)[CH:11]=1. Given the reactants Br[C:2]1[CH:11]=[C:10]([N+:12]([O-])=O)[CH:9]=[CH:8][C:3]=1[C:4]([O:6]C)=O.[NH:15]1[CH2:19][CH2:18][CH2:17][CH2:16]1.[CH3:20][C:21]1[CH:26]=[C:25]([CH3:27])[CH:24]=[CH:23][C:22]=1[N:28]1[CH2:33][CH2:32][NH:31][CH2:30][CH2:29]1, predict the reaction product. (2) Given the reactants Br[CH2:2][C:3]1[CH:8]=[CH:7][C:6]([O:9][CH3:10])=[CH:5][C:4]=1[Cl:11].[CH3:12][C:13]1[N:18]=[C:17]([SH:19])[N:16]=[C:15]([OH:20])[CH:14]=1.C(N(CC)CC)C, predict the reaction product. The product is: [Cl:11][C:4]1[CH:5]=[C:6]([O:9][CH3:10])[CH:7]=[CH:8][C:3]=1[CH2:2][S:19][C:17]1[N:16]=[C:15]([OH:20])[CH:14]=[C:13]([CH3:12])[N:18]=1. (3) The product is: [CH3:15][C:12]1[CH:11]=[C:10]([CH3:16])[CH:9]=[C:8]2[C:13]=1[CH:14]=[C:6]([C:4]([OH:5])=[O:3])[NH:7]2. Given the reactants C([O:3][C:4]([C:6]1[NH:7][C:8]2[C:13]([CH:14]=1)=[C:12]([CH3:15])[CH:11]=[C:10]([CH3:16])[CH:9]=2)=[O:5])C.[OH-].[Li+], predict the reaction product. (4) Given the reactants Cl[C:2]1C=CC=C(C(OO)=O)C=1.[CH:12]([N:15]1[C:19](SC)=[N:18][N:17]=[C:16]1[C:22]1[CH:27]=[C:26]([CH:28]([CH3:30])[CH3:29])[C:25]([O:31][CH2:32][O:33][CH3:34])=[CH:24][C:23]=1[O:35][CH2:36][O:37][CH3:38])([CH3:14])[CH3:13].[S:39]([O-:43])([O-])(=[O:41])=S.[Na+].[Na+].C(=O)([O-])O.[Na+], predict the reaction product. The product is: [CH:12]([N:15]1[C:19]([S:39]([CH3:2])(=[O:43])=[O:41])=[N:18][N:17]=[C:16]1[C:22]1[CH:27]=[C:26]([CH:28]([CH3:29])[CH3:30])[C:25]([O:31][CH2:32][O:33][CH3:34])=[CH:24][C:23]=1[O:35][CH2:36][O:37][CH3:38])([CH3:13])[CH3:14]. (5) Given the reactants [NH2:1][C@H:2]1[CH2:7][CH2:6][C@H:5]([NH:8][C:9]([C:11]2[C:15]3[N:16]=[CH:17][N:18]=[C:19]([C:20]4[CH:25]=[C:24]([CH3:26])[CH:23]=[CH:22][C:21]=4[O:27][CH2:28][CH:29]4[CH2:31][CH2:30]4)[C:14]=3[NH:13][CH:12]=2)=[O:10])[CH2:4][CH2:3]1.Cl[C:33]([C@@H:35]([O:37]C(=O)C)[CH3:36])=[O:34], predict the reaction product. The product is: [OH:37][C@@H:35]([CH3:36])[C:33]([NH:1][C@H:2]1[CH2:7][CH2:6][C@H:5]([NH:8][C:9]([C:11]2[C:15]3[N:16]=[CH:17][N:18]=[C:19]([C:20]4[CH:25]=[C:24]([CH3:26])[CH:23]=[CH:22][C:21]=4[O:27][CH2:28][CH:29]4[CH2:30][CH2:31]4)[C:14]=3[NH:13][CH:12]=2)=[O:10])[CH2:4][CH2:3]1)=[O:34]. (6) The product is: [F:1][C:2]1[CH:7]=[CH:6][C:5]([S:8]([C:11]2[C:12]([CH:24]([CH3:26])[CH3:25])=[CH:13][C:14]([CH:21]([CH3:23])[CH3:22])=[C:15]([S:17]([NH:35][CH2:34][CH2:33][C:29]3[CH:28]=[N:27][CH:32]=[CH:31][CH:30]=3)(=[O:19])=[O:18])[CH:16]=2)(=[O:10])=[O:9])=[CH:4][CH:3]=1. Given the reactants [F:1][C:2]1[CH:7]=[CH:6][C:5]([S:8]([C:11]2[C:12]([CH:24]([CH3:26])[CH3:25])=[CH:13][C:14]([CH:21]([CH3:23])[CH3:22])=[C:15]([S:17](Cl)(=[O:19])=[O:18])[CH:16]=2)(=[O:10])=[O:9])=[CH:4][CH:3]=1.[N:27]1[CH:32]=[CH:31][CH:30]=[C:29]([CH2:33][CH2:34][NH2:35])[CH:28]=1, predict the reaction product. (7) Given the reactants [F:1][C:2]1[CH:10]=[CH:9][C:5]([C:6](O)=O)=[CH:4][CH:3]=1.[CH2:11]([SH:18])[C:12]1[CH:17]=[CH:16][CH:15]=[CH:14][CH:13]=1.P12(SP3(SP(SP(S3)(S1)=S)(=S)S2)=S)=[S:20], predict the reaction product. The product is: [CH2:11]([S:18][C:6](=[S:20])[C:5]1[CH:9]=[CH:10][C:2]([F:1])=[CH:3][CH:4]=1)[C:12]1[CH:17]=[CH:16][CH:15]=[CH:14][CH:13]=1. (8) Given the reactants [F:1][C:2]([F:35])([F:34])[C@@:3]([C:6]1[CH:11]=[CH:10][C:9]([N:12]2[CH2:17][CH2:16][N:15]([S:18]([C:21]3[CH:26]=[CH:25][CH:24]=[CH:23][CH:22]=3)(=[O:20])=[O:19])[CH2:14][C@@H:13]2[CH2:27][CH:28]2[CH2:33][CH2:32][O:31][CH2:30][CH2:29]2)=[CH:8][CH:7]=1)([OH:5])[CH3:4].FC(F)(F)[C@](C1C=CC(N2CCN(S(C3C=CC=CC=3)(=O)=O)C[C@H]2CC2CCOCC2)=CC=1)(O)C.FC(F)(F)[C@](C1C=CC(N2CCN(S(C3C=CC=CC=3)(=O)=O)C[C@@H]2CC2CCOCC2)=CC=1)(O)C.C1N=C(N)C2N=CN([C@@H]3O[C@H](COP(OP(OC[C@H]4O[C@@H](N5C=C(C(N)=O)CC=C5)[C@H](O)[C@@H]4O)(O)=O)(O)=O)[C@@H](O)[C@H]3OP(O)(O)=O)C=2N=1, predict the reaction product. The product is: [F:35][C:2]([F:1])([F:34])[C@@:3]([C:6]1[CH:11]=[CH:10][C:9]([N:12]2[CH2:17][CH2:16][N:15]([S:18]([C:21]3[CH:26]=[CH:25][CH:24]=[CH:23][CH:22]=3)(=[O:19])=[O:20])[CH2:14][C@H:13]2[CH2:27][CH:28]2[CH2:29][CH2:30][O:31][CH2:32][CH2:33]2)=[CH:8][CH:7]=1)([OH:5])[CH3:4].